This data is from NCI-60 drug combinations with 297,098 pairs across 59 cell lines. The task is: Regression. Given two drug SMILES strings and cell line genomic features, predict the synergy score measuring deviation from expected non-interaction effect. (1) Drug 1: C1=NC(=NC(=O)N1C2C(C(C(O2)CO)O)O)N. Drug 2: C(CN)CNCCSP(=O)(O)O. Cell line: BT-549. Synergy scores: CSS=33.1, Synergy_ZIP=2.21, Synergy_Bliss=6.22, Synergy_Loewe=-19.5, Synergy_HSA=8.44. (2) Drug 1: COC1=C(C=C2C(=C1)N=CN=C2NC3=CC(=C(C=C3)F)Cl)OCCCN4CCOCC4. Drug 2: B(C(CC(C)C)NC(=O)C(CC1=CC=CC=C1)NC(=O)C2=NC=CN=C2)(O)O. Cell line: SK-MEL-5. Synergy scores: CSS=22.3, Synergy_ZIP=-4.68, Synergy_Bliss=-0.918, Synergy_Loewe=-3.41, Synergy_HSA=-3.79. (3) Drug 1: C1=C(C(=O)NC(=O)N1)F. Drug 2: CCC(=C(C1=CC=CC=C1)C2=CC=C(C=C2)OCCN(C)C)C3=CC=CC=C3.C(C(=O)O)C(CC(=O)O)(C(=O)O)O. Synergy scores: CSS=33.3, Synergy_ZIP=-0.962, Synergy_Bliss=-2.85, Synergy_Loewe=-5.65, Synergy_HSA=-3.45. Cell line: DU-145. (4) Drug 1: C1CN1P(=S)(N2CC2)N3CC3. Drug 2: C1=CN(C(=O)N=C1N)C2C(C(C(O2)CO)O)O.Cl. Cell line: CAKI-1. Synergy scores: CSS=44.1, Synergy_ZIP=1.78, Synergy_Bliss=2.33, Synergy_Loewe=4.65, Synergy_HSA=7.15. (5) Drug 1: CN(CCCl)CCCl.Cl. Drug 2: C(CC(=O)O)C(=O)CN.Cl. Cell line: UACC62. Synergy scores: CSS=19.0, Synergy_ZIP=-4.16, Synergy_Bliss=2.07, Synergy_Loewe=-19.3, Synergy_HSA=-1.35. (6) Synergy scores: CSS=5.15, Synergy_ZIP=-1.74, Synergy_Bliss=-1.70, Synergy_Loewe=0.693, Synergy_HSA=-0.926. Drug 1: CN1C(=O)N2C=NC(=C2N=N1)C(=O)N. Cell line: MDA-MB-435. Drug 2: COC1=NC(=NC2=C1N=CN2C3C(C(C(O3)CO)O)O)N. (7) Drug 1: CC1CCC2CC(C(=CC=CC=CC(CC(C(=O)C(C(C(=CC(C(=O)CC(OC(=O)C3CCCCN3C(=O)C(=O)C1(O2)O)C(C)CC4CCC(C(C4)OC)OCCO)C)C)O)OC)C)C)C)OC. Drug 2: C1=CN(C=N1)CC(O)(P(=O)(O)O)P(=O)(O)O. Cell line: SF-539. Synergy scores: CSS=17.4, Synergy_ZIP=-1.95, Synergy_Bliss=2.71, Synergy_Loewe=-6.17, Synergy_HSA=2.02. (8) Drug 1: CC1=C2C(C(=O)C3(C(CC4C(C3C(C(C2(C)C)(CC1OC(=O)C(C(C5=CC=CC=C5)NC(=O)OC(C)(C)C)O)O)OC(=O)C6=CC=CC=C6)(CO4)OC(=O)C)OC)C)OC. Drug 2: C1CC(C1)(C(=O)O)C(=O)O.[NH2-].[NH2-].[Pt+2]. Cell line: LOX IMVI. Synergy scores: CSS=52.2, Synergy_ZIP=-3.50, Synergy_Bliss=-2.37, Synergy_Loewe=1.85, Synergy_HSA=4.05. (9) Drug 1: CC1CCC2CC(C(=CC=CC=CC(CC(C(=O)C(C(C(=CC(C(=O)CC(OC(=O)C3CCCCN3C(=O)C(=O)C1(O2)O)C(C)CC4CCC(C(C4)OC)OCCO)C)C)O)OC)C)C)C)OC. Drug 2: CCC1(C2=C(COC1=O)C(=O)N3CC4=CC5=C(C=CC(=C5CN(C)C)O)N=C4C3=C2)O.Cl. Cell line: SW-620. Synergy scores: CSS=30.2, Synergy_ZIP=-0.827, Synergy_Bliss=-1.21, Synergy_Loewe=0.788, Synergy_HSA=1.60.